This data is from Full USPTO retrosynthesis dataset with 1.9M reactions from patents (1976-2016). The task is: Predict the reactants needed to synthesize the given product. (1) Given the product [CH3:17][CH2:18][N:20]([CH2:44][C:38]([NH:9][C:7]1[S:8][C:4]([CH3:3])=[N:5][N:6]=1)=[O:41])[CH2:23][CH3:24], predict the reactants needed to synthesize it. The reactants are: CC[CH2:3][C:4]1[S:8][C:7]([NH:9]C(CN(C)C)=O)=[N:6][N:5]=1.F[C:17](F)(F)[C:18]([NH2:20])=O.[C:23](OI(C1C=CC=CC=1)OC(=O)C)(=O)[CH3:24].[C:38]([O-:41])([O-])=O.[K+].[K+].[CH2:44](Cl)Cl. (2) Given the product [N:1]1([CH2:7][CH2:8][CH2:9][NH:10][S:11]([C:14]2[C:19]([Cl:20])=[CH:18][CH:17]=[C:16]([N+:21]([O-:23])=[O:22])[C:15]=2[OH:27])(=[O:13])=[O:12])[CH2:6][CH2:5][O:4][CH2:3][CH2:2]1, predict the reactants needed to synthesize it. The reactants are: [N:1]1([CH2:7][CH2:8][CH2:9][NH:10][S:11]([C:14]2[C:19]([Cl:20])=[CH:18][CH:17]=[C:16]([N+:21]([O-:23])=[O:22])[C:15]=2Cl)(=[O:13])=[O:12])[CH2:6][CH2:5][O:4][CH2:3][CH2:2]1.[H-].[Na+].[OH2:27].Cl. (3) Given the product [CH3:11][O:10][CH2:9][O:8][C:5]1[CH:6]=[CH:7][C:2]([C:15]2[CH:16]=[CH:17][N:12]=[CH:13][CH:14]=2)=[CH:3][CH:4]=1, predict the reactants needed to synthesize it. The reactants are: Br[C:2]1[CH:7]=[CH:6][C:5]([O:8][CH2:9][O:10][CH3:11])=[CH:4][CH:3]=1.[N:12]1[CH:17]=[CH:16][C:15](B(O)O)=[CH:14][CH:13]=1.C([O-])([O-])=O.[Cs+].[Cs+]. (4) Given the product [Cl:1][C:2]1[N:3]=[N:4][C:5]([O:16][CH:14]2[CH2:15][C:10]([CH3:19])([CH3:9])[NH:11][C:12]([CH3:18])([CH3:17])[CH2:13]2)=[CH:6][CH:7]=1, predict the reactants needed to synthesize it. The reactants are: [Cl:1][C:2]1[N:3]=[N:4][C:5](Cl)=[CH:6][CH:7]=1.[CH3:9][C:10]1([CH3:19])[CH2:15][CH:14]([OH:16])[CH2:13][C:12]([CH3:18])([CH3:17])[NH:11]1.C(O[K])(C)(C)C. (5) Given the product [CH3:12][N:9]1[CH2:10][CH2:11][CH:6]([CH2:4][OH:3])[CH2:7][CH2:8]1, predict the reactants needed to synthesize it. The reactants are: C([O:3][C:4]([CH:6]1[CH2:11][CH2:10][N:9]([CH3:12])[CH2:8][CH2:7]1)=O)C.[H-].[H-].[H-].[H-].[Li+].[Al+3]. (6) Given the product [Cl:1][C:2]1[S:6][C:5]([C:7]([NH:9][CH2:10][C:11]2[N:12]=[CH:13][N:14]([C:16]3[CH:21]=[CH:20][C:19]([N:23]4[CH2:28][CH2:27][O:26][CH2:25][C:24]4=[O:29])=[CH:18][CH:17]=3)[CH:15]=2)=[O:8])=[CH:4][CH:3]=1, predict the reactants needed to synthesize it. The reactants are: [Cl:1][C:2]1[S:6][C:5]([C:7]([NH:9][CH2:10][C:11]2[N:12]=[CH:13][N:14]([C:16]3[CH:21]=[CH:20][C:19](I)=[CH:18][CH:17]=3)[CH:15]=2)=[O:8])=[CH:4][CH:3]=1.[NH:23]1[CH2:28][CH2:27][O:26][CH2:25][C:24]1=[O:29].OC1C=CC=C2C=1N=CC=C2.C([O-])([O-])=O.[K+].[K+]. (7) Given the product [Br:1][C:2]1[CH:10]=[CH:9][C:5]([C:6]([NH:29][C:25]2[CH:24]=[C:23]([C:22]([F:30])([F:21])[F:31])[CH:28]=[CH:27][N:26]=2)=[O:8])=[CH:4][C:3]=1[C:11]([F:14])([F:13])[CH3:12], predict the reactants needed to synthesize it. The reactants are: [Br:1][C:2]1[CH:10]=[CH:9][C:5]([C:6]([OH:8])=O)=[CH:4][C:3]=1[C:11]([F:14])([F:13])[CH3:12].C(Cl)(C(Cl)=O)=O.[F:21][C:22]([F:31])([F:30])[C:23]1[CH:28]=[CH:27][N:26]=[C:25]([NH2:29])[CH:24]=1. (8) The reactants are: Br[C:2]1[CH:7]=[CH:6][C:5]([CH:8]([N:12]2[CH2:26][CH2:25][C:15]3([O:20][CH2:19][C:18](=[O:21])[N:17]([CH:22]4[CH2:24][CH2:23]4)[CH2:16]3)[CH2:14][CH2:13]2)[C:9]([NH2:11])=[O:10])=[C:4]([F:27])[CH:3]=1.B1(B2OC(C)(C)C(C)(C)O2)OC(C)(C)C(C)(C)O1.C([O-])(=O)C.[K+].Br[C:52]1[CH:61]=[C:60]2[C:55]([CH:56]=[C:57]([CH3:62])[CH:58]=[N:59]2)=[CH:54][CH:53]=1.C(=O)([O-])[O-].[K+].[K+]. Given the product [CH:22]1([N:17]2[CH2:16][C:15]3([CH2:25][CH2:26][N:12]([CH:8]([C:5]4[CH:6]=[CH:7][C:2]([C:52]5[CH:61]=[C:60]6[C:55]([CH:56]=[C:57]([CH3:62])[CH:58]=[N:59]6)=[CH:54][CH:53]=5)=[CH:3][C:4]=4[F:27])[C:9]([NH2:11])=[O:10])[CH2:13][CH2:14]3)[O:20][CH2:19][C:18]2=[O:21])[CH2:24][CH2:23]1, predict the reactants needed to synthesize it. (9) Given the product [NH2:25][C:26]1[CH:34]=[CH:33][C:29]([C:30]([N:42]2[CH2:43][CH:40]([O:39][CH3:38])[CH2:41]2)=[O:32])=[CH:28][C:27]=1[O:35][CH3:36], predict the reactants needed to synthesize it. The reactants are: CN(C(ON1N=NC2C=CC=NC1=2)=[N+](C)C)C.F[P-](F)(F)(F)(F)F.[NH2:25][C:26]1[CH:34]=[CH:33][C:29]([C:30]([OH:32])=O)=[CH:28][C:27]=1[O:35][CH3:36].Cl.[CH3:38][O:39][CH:40]1[CH2:43][NH:42][CH2:41]1.CCN(C(C)C)C(C)C.